This data is from Reaction yield outcomes from USPTO patents with 853,638 reactions. The task is: Predict the reaction yield, written as a fraction of the theoretical maximum amount of product (1.0 means a 100% yield; for example, 0.34 means a 34% yield). The reactants are Br[C:2]1[C:10]2[C:5](=[CH:6][CH:7]=[CH:8][C:9]=2[N+:11]([O-:13])=[O:12])[N:4]([CH2:14][C:15]2[CH:19]=[C:18]([CH3:20])[N:17]([CH:21]([CH3:23])[CH3:22])[N:16]=2)[N:3]=1.[C:24]([O-])([O-])=O.[K+].[K+].CB(O)O.C1(P(C2CCCCC2)C2C=CC=CC=2C2C(OC)=CC=C(S([O-])(=O)=O)C=2OC)CCCCC1.[Na+]. The catalyst is C(O[Pd]OC(=O)C)(=O)C.O1CCOCC1.O. The product is [CH:21]([N:17]1[C:18]([CH3:20])=[CH:19][C:15]([CH2:14][N:4]2[C:5]3[C:10](=[C:9]([N+:11]([O-:13])=[O:12])[CH:8]=[CH:7][CH:6]=3)[C:2]([CH3:24])=[N:3]2)=[N:16]1)([CH3:23])[CH3:22]. The yield is 0.830.